This data is from Full USPTO retrosynthesis dataset with 1.9M reactions from patents (1976-2016). The task is: Predict the reactants needed to synthesize the given product. Given the product [Br:18][C:19]1[CH:26]=[C:25]2[C:22]([CH:23]=[N:10][N:9]2[C:6]2[CH:7]=[CH:8][C:3]([F:2])=[CH:4][CH:5]=2)=[CH:21][CH:20]=1, predict the reactants needed to synthesize it. The reactants are: Cl.[F:2][C:3]1[CH:8]=[CH:7][C:6]([NH:9][NH2:10])=[CH:5][CH:4]=1.CN1CCCC1=O.[Br:18][C:19]1[CH:26]=[CH:25][C:22]([CH:23]=O)=[C:21](F)[CH:20]=1.CC([O-])(C)C.[K+].